This data is from Forward reaction prediction with 1.9M reactions from USPTO patents (1976-2016). The task is: Predict the product of the given reaction. (1) The product is: [OH:1][C@:2]1([C:16]2[S:17][C:18]([C:21]3[CH:26]=[C:25]([CH3:27])[CH:24]=[C:23]([NH:28][C:29]4[CH:34]=[C:33]([CH:35]5[CH2:40][CH2:39][CH2:38][CH:37]([CH3:41])[CH2:36]5)[CH:32]=[CH:31][N:30]=4)[N:22]=3)=[CH:19][N:20]=2)[CH2:11][CH2:10][CH2:9][C:8]2[CH:7]=[C:6]([C:12]([OH:14])=[O:13])[CH:5]=[CH:4][C:3]1=2. Given the reactants [OH:1][C@:2]1([C:16]2[S:17][C:18]([C:21]3[CH:26]=[C:25]([CH3:27])[CH:24]=[C:23]([NH:28][C:29]4[CH:34]=[C:33]([CH:35]5[CH2:40][CH2:39][CH2:38][CH:37]([CH3:41])[CH2:36]5)[CH:32]=[CH:31][N:30]=4)[N:22]=3)=[CH:19][N:20]=2)[CH2:11][CH2:10][CH2:9][C:8]2[CH:7]=[C:6]([C:12]([O:14]C)=[O:13])[CH:5]=[CH:4][C:3]1=2.[OH-].[Na+], predict the reaction product. (2) Given the reactants [CH2:1](C1C=C2C(COC2=O)=CC=1)[CH3:2].[C:13]1([S:19]([CH2:22][C:23]2[C:28]([C:29]([O:31][CH2:32][CH3:33])=[O:30])=[C:27]([O:34][CH3:35])[C:26](Br)=[CH:25][CH:24]=2)(=[O:21])=[O:20])[CH:18]=[CH:17][CH:16]=[CH:15][CH:14]=1.C(B(CC)CC)C, predict the reaction product. The product is: [C:13]1([S:19]([CH2:22][C:23]2[C:28]([C:29]([O:31][CH2:32][CH3:33])=[O:30])=[C:27]([O:34][CH3:35])[C:26]([CH2:1][CH3:2])=[CH:25][CH:24]=2)(=[O:21])=[O:20])[CH:18]=[CH:17][CH:16]=[CH:15][CH:14]=1. (3) Given the reactants C([NH:8][CH2:9][C@@H:10]1[CH2:15][CH2:14][C@H:13]([CH2:16][OH:17])[CH2:12][CH2:11]1)C1C=CC=CC=1, predict the reaction product. The product is: [NH2:8][CH2:9][C@@H:10]1[CH2:15][CH2:14][C@H:13]([CH2:16][OH:17])[CH2:12][CH2:11]1. (4) Given the reactants [OH:1][C:2]([C:5]1[CH:17]=[C:16]2[C:8]([C:9]3[C:10](B4OC(C)(C)C(C)(C)O4)=[CH:11][CH:12]=[C:13]([C:18]([NH2:20])=[O:19])[C:14]=3[NH:15]2)=[CH:7][CH:6]=1)([CH3:4])[CH3:3].Br[C:31]1[C:32]([CH3:52])=[C:33]([N:37]2[C:46](=[O:47])[C:45]3[C:40](=[C:41]([O:48][CH3:49])[CH:42]=[CH:43][CH:44]=3)[N:39]([CH3:50])[C:38]2=[O:51])[CH:34]=[CH:35][CH:36]=1.C([O-])([O-])=O.[Cs+].[Cs+], predict the reaction product. The product is: [OH:1][C:2]([C:5]1[CH:17]=[C:16]2[C:8]([C:9]3[C:10]([C:31]4[CH:36]=[CH:35][CH:34]=[C:33]([N:37]5[C:46](=[O:47])[C:45]6[C:40](=[C:41]([O:48][CH3:49])[CH:42]=[CH:43][CH:44]=6)[N:39]([CH3:50])[C:38]5=[O:51])[C:32]=4[CH3:52])=[CH:11][CH:12]=[C:13]([C:18]([NH2:20])=[O:19])[C:14]=3[NH:15]2)=[CH:7][CH:6]=1)([CH3:4])[CH3:3]. (5) Given the reactants [CH3:1][O:2][C:3]([C:5]1[S:9][C:8]([N:10]2[CH2:15][CH2:14][NH:13][CH2:12][CH2:11]2)=[N:7][CH:6]=1)=[O:4].[C:16]([C:19]1[CH:24]=[CH:23][C:22]([S:25](Cl)(=[O:27])=[O:26])=[CH:21][CH:20]=1)(=[O:18])[CH3:17].C(N(CC)CC)C.O, predict the reaction product. The product is: [CH3:1][O:2][C:3]([C:5]1[S:9][C:8]([N:10]2[CH2:11][CH2:12][N:13]([S:25]([C:22]3[CH:21]=[CH:20][C:19]([C:16](=[O:18])[CH3:17])=[CH:24][CH:23]=3)(=[O:27])=[O:26])[CH2:14][CH2:15]2)=[N:7][CH:6]=1)=[O:4]. (6) Given the reactants Br[C:2]1[CH:3]=[N:4][C:5]2[C:10]([CH:11]=1)=[CH:9][C:8]([CH2:12][C:13]1[N:17]3[N:18]=[C:19]([CH3:22])[CH:20]=[CH:21][C:16]3=[N:15][N:14]=1)=[CH:7][CH:6]=2.[CH3:23][N:24]1[CH:28]=[C:27](B2OC(C)(C)C(C)(C)O2)[CH:26]=[N:25]1.C(=O)([O-])[O-].[K+].[K+], predict the reaction product. The product is: [CH3:23][N:24]1[CH:28]=[C:27]([C:2]2[CH:3]=[N:4][C:5]3[C:10]([CH:11]=2)=[CH:9][C:8]([CH2:12][C:13]2[N:17]4[N:18]=[C:19]([CH3:22])[CH:20]=[CH:21][C:16]4=[N:15][N:14]=2)=[CH:7][CH:6]=3)[CH:26]=[N:25]1.